From a dataset of Reaction yield outcomes from USPTO patents with 853,638 reactions. Predict the reaction yield, written as a fraction of the theoretical maximum amount of product (1.0 means a 100% yield; for example, 0.34 means a 34% yield). The reactants are [CH3:1][N:2]1[C:10]2[C:5](=[CH:6][CH:7]=[CH:8][CH:9]=2)[CH2:4][C:3]1=[O:11].[CH:12]([C:14]1[NH:18][C:17]([C:19]([OH:21])=[O:20])=[CH:16][C:15]=1[CH3:22])=O. No catalyst specified. The product is [CH3:22][C:15]1[CH:16]=[C:17]([C:19]([OH:21])=[O:20])[NH:18][C:14]=1[CH:12]=[C:4]1[C:5]2[C:10](=[CH:9][CH:8]=[CH:7][CH:6]=2)[N:2]([CH3:1])[C:3]1=[O:11]. The yield is 0.860.